From a dataset of Reaction yield outcomes from USPTO patents with 853,638 reactions. Predict the reaction yield, written as a fraction of the theoretical maximum amount of product (1.0 means a 100% yield; for example, 0.34 means a 34% yield). The reactants are Cl[C:2]1[CH:3]=[CH:4][C:5]([O:13][C:14]2[CH:19]=[CH:18][CH:17]=[CH:16][CH:15]=2)=[C:6]2[C:11]=1[N:10]=[C:9]([CH3:12])[CH:8]=[CH:7]2.[OH-].[Na+]. The catalyst is [Pd].CO. The product is [CH3:12][C:9]1[CH:8]=[CH:7][C:6]2[C:11](=[CH:2][CH:3]=[CH:4][C:5]=2[O:13][C:14]2[CH:19]=[CH:18][CH:17]=[CH:16][CH:15]=2)[N:10]=1. The yield is 1.01.